Task: Predict the reactants needed to synthesize the given product.. Dataset: Full USPTO retrosynthesis dataset with 1.9M reactions from patents (1976-2016) (1) Given the product [CH3:23][C:16]1[NH:24][C:25]([CH3:36])=[C:26]([C:27](=[O:28])[C:29]2[CH:34]=[CH:33][C:32]([CH3:35])=[CH:31][CH:30]=2)[CH:13]([C:5]2[CH:6]=[CH:7][CH:8]=[C:9]3[C:4]=2[O:3][C:2]([CH3:1])=[CH:11][C:10]3=[O:12])[C:17]=1[C:18]([O:20][CH2:21][CH3:22])=[O:19], predict the reactants needed to synthesize it. The reactants are: [CH3:1][C:2]1[O:3][C:4]2[C:9]([C:10](=[O:12])[CH:11]=1)=[CH:8][CH:7]=[CH:6][C:5]=2[CH:13]=O.O=[C:16]([CH3:23])[CH2:17][C:18]([O:20][CH2:21][CH3:22])=[O:19].[NH2:24][C:25]([CH3:36])=[CH:26][C:27]([C:29]1[CH:34]=[CH:33][C:32]([CH3:35])=[CH:31][CH:30]=1)=[O:28].C(O)(=O)C. (2) Given the product [OH:2][C:3]1[CH:4]=[C:5]([NH:11][C:12](=[O:32])[C:13]2[CH:18]=[CH:17][CH:16]=[CH:15][C:14]=2[NH:19][C:20](=[O:31])[C:21]2[CH:22]=[CH:23][C:24]([C:27]([CH3:28])([CH3:29])[CH3:30])=[CH:25][CH:26]=2)[CH:6]=[C:7]([O:9][CH3:10])[CH:8]=1, predict the reactants needed to synthesize it. The reactants are: C[O:2][C:3]1[CH:4]=[C:5]([NH:11][C:12](=[O:32])[C:13]2[CH:18]=[CH:17][CH:16]=[CH:15][C:14]=2[NH:19][C:20](=[O:31])[C:21]2[CH:26]=[CH:25][C:24]([C:27]([CH3:30])([CH3:29])[CH3:28])=[CH:23][CH:22]=2)[CH:6]=[C:7]([O:9][CH3:10])[CH:8]=1.B(Br)(Br)Br.C(=O)(O)[O-].[Na+].